This data is from Forward reaction prediction with 1.9M reactions from USPTO patents (1976-2016). The task is: Predict the product of the given reaction. Given the reactants CC1(C)C(C)(C)OB([C:9]2[CH2:18][CH2:17][C:12]3([O:16][CH2:15][CH2:14][O:13]3)[CH2:11][CH:10]=2)O1.FC(F)(F)S(O[C:26]1[CH2:27][CH2:28][O:29][CH2:30][CH:31]=1)(=O)=O.C([O-])([O-])=O.[Na+].[Na+], predict the reaction product. The product is: [O:29]1[CH2:28][CH:27]=[C:26]([C:9]2[CH2:18][CH2:17][C:12]3([O:13][CH2:14][CH2:15][O:16]3)[CH2:11][CH:10]=2)[CH2:31][CH2:30]1.